This data is from Full USPTO retrosynthesis dataset with 1.9M reactions from patents (1976-2016). The task is: Predict the reactants needed to synthesize the given product. (1) Given the product [CH3:13][O:12][C:10](=[O:11])[CH2:9][C:4]1[CH:5]=[CH:6][CH:7]=[CH:8][C:3]=1[C:1]#[C:2][C:26]1[C:27]([C:28]([F:29])([F:30])[F:31])=[CH:22][N:23]=[C:24]([NH:32][C:33]2[CH:38]=[CH:37][C:36]([CH:39]3[CH2:44][CH2:43][CH2:42][N:41]([C:45]([O:47][C:48]([CH3:51])([CH3:50])[CH3:49])=[O:46])[CH2:40]3)=[CH:35][CH:34]=2)[N:25]=1, predict the reactants needed to synthesize it. The reactants are: [C:1]([C:3]1[CH:8]=[CH:7][CH:6]=[CH:5][C:4]=1[CH2:9][C:10]([O:12][CH3:13])=[O:11])#[CH:2].C(N(CC)CC)C.Cl[C:22]1[C:27]([C:28]([F:31])([F:30])[F:29])=[CH:26][N:25]=[C:24]([NH:32][C:33]2[CH:38]=[CH:37][C:36]([CH:39]3[CH2:44][CH2:43][CH2:42][N:41]([C:45]([O:47][C:48]([CH3:51])([CH3:50])[CH3:49])=[O:46])[CH2:40]3)=[CH:35][CH:34]=2)[N:23]=1.C1(P(C2C=CC=CC=2)C2C=CC=CC=2)C=CC=CC=1. (2) Given the product [NH2:1][C:2]1[N:7]2[N:8]=[CH:9][C:10]([C:11]3[CH:12]=[N:13][C:14]([C:17]4[CH:22]=[CH:21][CH:20]=[CH:19][CH:18]=4)=[CH:15][CH:16]=3)=[C:6]2[N:5]=[C:4]([CH:23]2[CH2:24][CH2:25][CH:26]([CH2:29][C:30]3[O:31][C:34](=[O:35])[NH:33][N:32]=3)[CH2:27][CH2:28]2)[CH:3]=1, predict the reactants needed to synthesize it. The reactants are: [NH2:1][C:2]1[N:7]2[N:8]=[CH:9][C:10]([C:11]3[CH:12]=[N:13][C:14]([C:17]4[CH:22]=[CH:21][CH:20]=[CH:19][CH:18]=4)=[CH:15][CH:16]=3)=[C:6]2[N:5]=[C:4]([CH:23]2[CH2:28][CH2:27][CH:26]([CH2:29][C:30]([NH:32][NH2:33])=[O:31])[CH2:25][CH2:24]2)[CH:3]=1.[C:34](N1C=CN=C1)(N1C=CN=C1)=[O:35]. (3) Given the product [C:2]([O:5][C:6]1[CH:7]=[C:8]([CH:23]=[CH:24][C:25]=1[CH3:26])[NH:9][C:10]1[C:19]2[C:14](=[CH:15][C:16]([O:22][CH2:28][C:29]3[C:30]([CH3:35])=[N:31][O:32][C:33]=3[CH3:34])=[C:17]([O:20][CH3:21])[CH:18]=2)[N:13]=[CH:12][N:11]=1)(=[O:4])[CH3:3], predict the reactants needed to synthesize it. The reactants are: Cl.[C:2]([O:5][C:6]1[CH:7]=[C:8]([CH:23]=[CH:24][C:25]=1[CH3:26])[NH:9][C:10]1[C:19]2[C:14](=[CH:15][C:16]([OH:22])=[C:17]([O:20][CH3:21])[CH:18]=2)[N:13]=[CH:12][N:11]=1)(=[O:4])[CH3:3].Cl[CH2:28][C:29]1[C:30]([CH3:35])=[N:31][O:32][C:33]=1[CH3:34]. (4) Given the product [ClH:45].[CH:1]1([NH:4][C:5](=[O:6])[C:7]2[CH:8]=[CH:9][C:10]([CH3:44])=[C:11]([C:13]3[CH:14]=[C:15]4[C:20](=[CH:21][CH:22]=3)[C:19](=[O:23])[N:18]([CH2:24][C:25]3[CH:30]=[CH:29][C:28]([C:31]5[CH2:32][CH2:33][NH:34][CH2:35][CH:36]=5)=[CH:27][CH:26]=3)[CH:17]=[CH:16]4)[CH:12]=2)[CH2:2][CH2:3]1, predict the reactants needed to synthesize it. The reactants are: [CH:1]1([NH:4][C:5]([C:7]2[CH:8]=[CH:9][C:10]([CH3:44])=[C:11]([C:13]3[CH:14]=[C:15]4[C:20](=[CH:21][CH:22]=3)[C:19](=[O:23])[N:18]([CH2:24][C:25]3[CH:30]=[CH:29][C:28]([C:31]5[CH2:32][CH2:33][N:34](C(OC(C)(C)C)=O)[CH2:35][CH:36]=5)=[CH:27][CH:26]=3)[CH:17]=[CH:16]4)[CH:12]=2)=[O:6])[CH2:3][CH2:2]1.[ClH:45]. (5) Given the product [N:25]12[CH2:26][CH2:27][CH:28]([CH2:29][CH2:30]1)[C@@H:23]([O:22][C:20](=[O:21])[NH:19][C@H:7]([C:8]1[CH:18]=[CH:17][CH:16]=[C:10]([O:11][CH2:12][C:13]([NH:31][C:32]3[CH:39]=[CH:38][C:35]([CH2:36][OH:37])=[CH:34][CH:33]=3)=[O:15])[CH:9]=1)[C:1]1[CH:2]=[CH:3][CH:4]=[CH:5][CH:6]=1)[CH2:24]2, predict the reactants needed to synthesize it. The reactants are: [C:1]1([C@H:7]([NH:19][C:20]([O:22][C@@H:23]2[CH:28]3[CH2:29][CH2:30][N:25]([CH2:26][CH2:27]3)[CH2:24]2)=[O:21])[C:8]2[CH:9]=[C:10]([CH:16]=[CH:17][CH:18]=2)[O:11][CH2:12][C:13]([OH:15])=O)[CH:6]=[CH:5][CH:4]=[CH:3][CH:2]=1.[NH2:31][C:32]1[CH:39]=[CH:38][C:35]([CH2:36][OH:37])=[CH:34][CH:33]=1. (6) Given the product [I:1][C:2]1[C:3]2[S:9][CH:8]=[CH:7][C:4]=2[N:5]([CH3:10])[N:6]=1, predict the reactants needed to synthesize it. The reactants are: [I:1][C:2]1[C:3]2[S:9][CH:8]=[CH:7][C:4]=2[NH:5][N:6]=1.[CH3:10]C([O-])(C)C.[K+].IC. (7) Given the product [Cl:13][C:14]1[N:19]=[C:18]2[CH:20]=[C:21]([C:33]([O:35][CH2:36][CH3:37])=[O:34])[N:22]([S:23]([C:26]3[CH:31]=[CH:30][CH:29]=[CH:28][CH:27]=3)(=[O:25])=[O:24])[C:17]2=[CH:16][CH:15]=1, predict the reactants needed to synthesize it. The reactants are: C([Li])CCC.C(NC(C)C)(C)C.[Cl:13][C:14]1[N:19]=[C:18]2[CH:20]=[CH:21][N:22]([S:23]([C:26]3[CH:31]=[CH:30][CH:29]=[CH:28][CH:27]=3)(=[O:25])=[O:24])[C:17]2=[CH:16][CH:15]=1.Cl[C:33]([O:35][CH2:36][CH3:37])=[O:34].Cl.